This data is from Forward reaction prediction with 1.9M reactions from USPTO patents (1976-2016). The task is: Predict the product of the given reaction. (1) Given the reactants [CH:1]([C:3]1[Se:7][CH:6]=[CH:5][CH:4]=1)=O.[OH:8][C:9]1[CH:14]=[CH:13][C:12]([C:15]2[CH:23]=[C:22]3[C:18]([CH2:19][C:20](=[O:24])[NH:21]3)=[CH:17][CH:16]=2)=[CH:11][CH:10]=1.N1CCCCC1.C(O)(=O)C, predict the reaction product. The product is: [OH:8][C:9]1[CH:10]=[CH:11][C:12]([C:15]2[CH:23]=[C:22]3[C:18](/[C:19](=[CH:1]/[C:3]4[Se:7][CH:6]=[CH:5][CH:4]=4)/[C:20](=[O:24])[NH:21]3)=[CH:17][CH:16]=2)=[CH:13][CH:14]=1. (2) The product is: [CH2:35]([O:34][C:32]([N:27]1[CH:14]([C:12]([OH:18])=[O:13])[CH2:31][C:29]2([CH2:30][CH2:26]2)[CH2:28]1)=[O:33])[C:36]1[CH:37]=[CH:38][CH:39]=[CH:40][CH:41]=1. Given the reactants C([Zn]CC)C.CCCCCC.[C:12]([OH:18])([C:14](F)(F)F)=[O:13].C(I)I.COC([CH:26]1[CH2:30][C:29](=[CH2:31])[CH2:28][N:27]1[C:32]([O:34][CH2:35][C:36]1[CH:41]=[CH:40][CH:39]=[CH:38][CH:37]=1)=[O:33])=O.C[N+]1([O-])CCOCC1, predict the reaction product.